This data is from Peptide-MHC class I binding affinity with 185,985 pairs from IEDB/IMGT. The task is: Regression. Given a peptide amino acid sequence and an MHC pseudo amino acid sequence, predict their binding affinity value. This is MHC class I binding data. The peptide sequence is YVFPVIFSR. The MHC is HLA-A02:01 with pseudo-sequence HLA-A02:01. The binding affinity (normalized) is 0.215.